This data is from Full USPTO retrosynthesis dataset with 1.9M reactions from patents (1976-2016). The task is: Predict the reactants needed to synthesize the given product. (1) Given the product [NH2:26][C:23]1[CH:22]=[CH:21][C:20]([CH2:19][N:12]2[C:13]3[CH:18]=[CH:17][CH:16]=[CH:15][C:14]=3[N:10]([CH2:9][C:8]3[CH:7]=[CH:6][C:5]([C:1]([CH3:2])([CH3:3])[CH3:4])=[CH:31][CH:30]=3)[C:11]2=[O:29])=[CH:25][CH:24]=1, predict the reactants needed to synthesize it. The reactants are: [C:1]([C:5]1[CH:31]=[CH:30][C:8]([CH2:9][N:10]2[C:14]3[CH:15]=[CH:16][CH:17]=[CH:18][C:13]=3[N:12]([CH2:19][C:20]3[CH:25]=[CH:24][C:23]([N+:26]([O-])=O)=[CH:22][CH:21]=3)[C:11]2=[O:29])=[CH:7][CH:6]=1)([CH3:4])([CH3:3])[CH3:2].[H][H]. (2) Given the product [Br:22][C:8]1[C:3]([O:2][CH3:1])=[CH:4][C:5]([NH:11][C:12](=[O:14])[CH3:13])=[CH:6][C:7]=1[O:9][CH3:10], predict the reactants needed to synthesize it. The reactants are: [CH3:1][O:2][C:3]1[CH:4]=[C:5]([NH:11][C:12](=[O:14])[CH3:13])[CH:6]=[C:7]([O:9][CH3:10])[CH:8]=1.C1C(=O)N([Br:22])C(=O)C1.